Dataset: Forward reaction prediction with 1.9M reactions from USPTO patents (1976-2016). Task: Predict the product of the given reaction. (1) Given the reactants Br[C:2]1[CH:7]=[C:6]([O:8][CH3:9])[CH:5]=[CH:4][C:3]=1[OH:10].[O:11]1[CH:15]=[CH:14][CH:13]=[C:12]1B(O)O.C(=O)([O-])[O-].[Na+].[Na+].O, predict the reaction product. The product is: [O:11]1[CH:15]=[CH:14][CH:13]=[C:12]1[C:2]1[CH:7]=[C:6]([O:8][CH3:9])[CH:5]=[CH:4][C:3]=1[OH:10]. (2) Given the reactants [C:1]([O:5][C:6]([N:8]1[CH2:13][CH2:12][N:11]([CH2:14][C:15]2[C:20]([C:21]([F:24])([F:23])[F:22])=[CH:19][C:18]([C:25](=[O:40])[NH:26][CH2:27][C:28]3[CH:33]=[C:32]([Cl:34])[CH:31]=[CH:30][C:29]=3[S:35]([CH2:38][CH3:39])(=[O:37])=[O:36])=[C:17]([NH2:41])[C:16]=2[Br:42])[CH2:10][CH2:9]1)=[O:7])([CH3:4])([CH3:3])[CH3:2].ClC1C(C2OCCO2)=C(OC(F)(F)F)C=C2C=1N[C:51](=[O:54])N(CC1C=C(Cl)C=CC=1S(CC)(=O)=O)C2=O, predict the reaction product. The product is: [C:1]([O:5][C:6]([N:8]1[CH2:13][CH2:12][N:11]([CH2:14][C:15]2[C:16]([Br:42])=[C:17]3[C:18]([C:25](=[O:40])[N:26]([CH2:27][C:28]4[CH:33]=[C:32]([Cl:34])[CH:31]=[CH:30][C:29]=4[S:35]([CH2:38][CH3:39])(=[O:37])=[O:36])[C:51](=[O:54])[NH:41]3)=[CH:19][C:20]=2[C:21]([F:22])([F:23])[F:24])[CH2:10][CH2:9]1)=[O:7])([CH3:2])([CH3:3])[CH3:4]. (3) Given the reactants [CH3:1][C:2]1[N:7]=[C:6]([C:8]([OH:10])=O)[CH:5]=[CH:4][CH:3]=1.F[P-](F)(F)(F)(F)F.N1(OC(N(C)C)=[N+](C)C)C2N=CC=CC=2N=N1.[NH:35]1[C:43]2[C:38](=[C:39]([C:44]3[CH:45]=[C:46]([NH2:59])[C:47]4[C:51]([CH:52]=3)=[N:50][N:49](C3CCCCO3)[CH:48]=4)[CH:40]=[CH:41][CH:42]=2)[CH:37]=[CH:36]1, predict the reaction product. The product is: [NH:35]1[C:43]2[C:38](=[C:39]([C:44]3[CH:52]=[C:51]4[C:47]([CH:48]=[N:49][NH:50]4)=[C:46]([NH:59][C:8]([C:6]4[CH:5]=[CH:4][CH:3]=[C:2]([CH3:1])[N:7]=4)=[O:10])[CH:45]=3)[CH:40]=[CH:41][CH:42]=2)[CH:37]=[CH:36]1. (4) Given the reactants N(C(OCC)=O)=NC(OCC)=O.[CH3:13][CH:14]([OH:16])[CH3:15].C1(P(C2C=CC=CC=2)C2C=CC=CC=2)C=CC=CC=1.O[C:37]1[CH:47]=[CH:46][CH:45]=[C:39]2[C:40]([NH:42][C:43](=[O:44])[C:38]=12)=[O:41], predict the reaction product. The product is: [CH:14]([O:16][N:42]1[C:43](=[O:44])[C:38]2[C:39](=[CH:45][CH:46]=[CH:47][CH:37]=2)[C:40]1=[O:41])([CH3:15])[CH3:13]. (5) Given the reactants [CH2:1]([C:3]1[CH:4]=[C:5]([CH2:9][C:10]([C:12]2[CH:17]=[CH:16][CH:15]=[CH:14][CH:13]=2)=O)[CH:6]=[CH:7][CH:8]=1)[CH3:2].[CH2:18]([O:20][C:21]1[CH:22]=[C:23]([CH:26]=[C:27]([N+:30]([O-:32])=[O:31])[C:28]=1[OH:29])[CH:24]=O)[CH3:19].[NH2:33][C:34]([NH2:36])=[O:35].Cl, predict the reaction product. The product is: [CH2:18]([O:20][C:21]1[CH:22]=[C:23]([CH:24]2[C:9]([C:5]3[CH:6]=[CH:7][CH:8]=[C:3]([CH2:1][CH3:2])[CH:4]=3)=[C:10]([C:12]3[CH:17]=[CH:16][CH:15]=[CH:14][CH:13]=3)[NH:36][C:34](=[O:35])[NH:33]2)[CH:26]=[C:27]([N+:30]([O-:32])=[O:31])[C:28]=1[OH:29])[CH3:19].